This data is from NCI-60 drug combinations with 297,098 pairs across 59 cell lines. The task is: Regression. Given two drug SMILES strings and cell line genomic features, predict the synergy score measuring deviation from expected non-interaction effect. (1) Drug 1: CC1=C(C(CCC1)(C)C)C=CC(=CC=CC(=CC(=O)O)C)C. Drug 2: CCC1=C2CN3C(=CC4=C(C3=O)COC(=O)C4(CC)O)C2=NC5=C1C=C(C=C5)O. Cell line: MALME-3M. Synergy scores: CSS=29.3, Synergy_ZIP=-3.92, Synergy_Bliss=-3.09, Synergy_Loewe=2.21, Synergy_HSA=2.97. (2) Drug 1: C1=CC(=CC=C1C#N)C(C2=CC=C(C=C2)C#N)N3C=NC=N3. Drug 2: CC1CCC2CC(C(=CC=CC=CC(CC(C(=O)C(C(C(=CC(C(=O)CC(OC(=O)C3CCCCN3C(=O)C(=O)C1(O2)O)C(C)CC4CCC(C(C4)OC)O)C)C)O)OC)C)C)C)OC. Cell line: SK-MEL-5. Synergy scores: CSS=12.7, Synergy_ZIP=-1.10, Synergy_Bliss=0.315, Synergy_Loewe=-0.0353, Synergy_HSA=0.807. (3) Drug 1: CC(C)(C#N)C1=CC(=CC(=C1)CN2C=NC=N2)C(C)(C)C#N. Drug 2: CN(CCCl)CCCl.Cl. Cell line: MALME-3M. Synergy scores: CSS=3.41, Synergy_ZIP=-3.02, Synergy_Bliss=-3.28, Synergy_Loewe=-4.44, Synergy_HSA=-4.33. (4) Cell line: HL-60(TB). Synergy scores: CSS=55.5, Synergy_ZIP=-3.97, Synergy_Bliss=-3.57, Synergy_Loewe=-20.6, Synergy_HSA=-2.00. Drug 2: C(=O)(N)NO. Drug 1: CC1=C2C(C(=O)C3(C(CC4C(C3C(C(C2(C)C)(CC1OC(=O)C(C(C5=CC=CC=C5)NC(=O)OC(C)(C)C)O)O)OC(=O)C6=CC=CC=C6)(CO4)OC(=O)C)OC)C)OC. (5) Drug 1: C1=C(C(=O)NC(=O)N1)F. Drug 2: C1=NC2=C(N=C(N=C2N1C3C(C(C(O3)CO)O)O)F)N. Cell line: HOP-92. Synergy scores: CSS=22.3, Synergy_ZIP=-3.04, Synergy_Bliss=-2.43, Synergy_Loewe=-0.257, Synergy_HSA=1.00. (6) Synergy scores: CSS=72.8, Synergy_ZIP=10.3, Synergy_Bliss=10.0, Synergy_Loewe=4.15, Synergy_HSA=11.7. Drug 2: CCC1(C2=C(COC1=O)C(=O)N3CC4=CC5=C(C=CC(=C5CN(C)C)O)N=C4C3=C2)O. Cell line: SW-620. Drug 1: COCCOC1=C(C=C2C(=C1)C(=NC=N2)NC3=CC=CC(=C3)C#C)OCCOC. (7) Drug 1: C1CCC(C1)C(CC#N)N2C=C(C=N2)C3=C4C=CNC4=NC=N3. Drug 2: C1CN(CCN1C(=O)CCBr)C(=O)CCBr. Cell line: NCIH23. Synergy scores: CSS=11.3, Synergy_ZIP=-8.99, Synergy_Bliss=-3.23, Synergy_Loewe=-5.71, Synergy_HSA=-2.21. (8) Drug 1: COC1=C(C=C2C(=C1)N=CN=C2NC3=CC(=C(C=C3)F)Cl)OCCCN4CCOCC4. Drug 2: COCCOC1=C(C=C2C(=C1)C(=NC=N2)NC3=CC=CC(=C3)C#C)OCCOC.Cl. Cell line: HOP-92. Synergy scores: CSS=20.3, Synergy_ZIP=-6.23, Synergy_Bliss=-1.32, Synergy_Loewe=0.822, Synergy_HSA=1.20. (9) Drug 1: CN(CCCl)CCCl.Cl. Drug 2: CCN(CC)CCCC(C)NC1=C2C=C(C=CC2=NC3=C1C=CC(=C3)Cl)OC. Cell line: SNB-75. Synergy scores: CSS=10.2, Synergy_ZIP=-4.02, Synergy_Bliss=-1.05, Synergy_Loewe=-2.19, Synergy_HSA=0.0344.